Dataset: NCI-60 drug combinations with 297,098 pairs across 59 cell lines. Task: Regression. Given two drug SMILES strings and cell line genomic features, predict the synergy score measuring deviation from expected non-interaction effect. (1) Drug 2: CN(CCCl)CCCl.Cl. Cell line: 786-0. Synergy scores: CSS=14.6, Synergy_ZIP=-0.660, Synergy_Bliss=5.09, Synergy_Loewe=-11.8, Synergy_HSA=4.98. Drug 1: CC1=C(C=C(C=C1)NC2=NC=CC(=N2)N(C)C3=CC4=NN(C(=C4C=C3)C)C)S(=O)(=O)N.Cl. (2) Drug 1: COC1=C(C=C2C(=C1)N=CN=C2NC3=CC(=C(C=C3)F)Cl)OCCCN4CCOCC4. Drug 2: CC1CCC2CC(C(=CC=CC=CC(CC(C(=O)C(C(C(=CC(C(=O)CC(OC(=O)C3CCCCN3C(=O)C(=O)C1(O2)O)C(C)CC4CCC(C(C4)OC)O)C)C)O)OC)C)C)C)OC. Cell line: UACC-257. Synergy scores: CSS=20.9, Synergy_ZIP=-0.0808, Synergy_Bliss=3.89, Synergy_Loewe=3.36, Synergy_HSA=3.56. (3) Drug 1: C1=C(C(=O)NC(=O)N1)F. Drug 2: C(=O)(N)NO. Cell line: CCRF-CEM. Synergy scores: CSS=35.9, Synergy_ZIP=-16.1, Synergy_Bliss=-20.0, Synergy_Loewe=-12.7, Synergy_HSA=-9.76. (4) Drug 1: C1CCC(C(C1)N)N.C(=O)(C(=O)[O-])[O-].[Pt+4]. Drug 2: CC1C(C(CC(O1)OC2CC(CC3=C2C(=C4C(=C3O)C(=O)C5=C(C4=O)C(=CC=C5)OC)O)(C(=O)CO)O)N)O.Cl. Cell line: MALME-3M. Synergy scores: CSS=56.7, Synergy_ZIP=-4.35, Synergy_Bliss=-2.18, Synergy_Loewe=0.571, Synergy_HSA=1.19. (5) Drug 1: C(=O)(N)NO. Drug 2: C(CCl)NC(=O)N(CCCl)N=O. Cell line: MDA-MB-231. Synergy scores: CSS=14.4, Synergy_ZIP=-4.65, Synergy_Bliss=-0.426, Synergy_Loewe=-1.28, Synergy_HSA=0.749. (6) Synergy scores: CSS=51.5, Synergy_ZIP=-4.95, Synergy_Bliss=-14.7, Synergy_Loewe=-77.7, Synergy_HSA=-13.9. Drug 1: CC1=C2C(C(=O)C3(C(CC4C(C3C(C(C2(C)C)(CC1OC(=O)C(C(C5=CC=CC=C5)NC(=O)OC(C)(C)C)O)O)OC(=O)C6=CC=CC=C6)(CO4)OC(=O)C)OC)C)OC. Drug 2: C(CN)CNCCSP(=O)(O)O. Cell line: HCT-15. (7) Drug 1: CCC(=C(C1=CC=CC=C1)C2=CC=C(C=C2)OCCN(C)C)C3=CC=CC=C3.C(C(=O)O)C(CC(=O)O)(C(=O)O)O. Drug 2: COC1=NC(=NC2=C1N=CN2C3C(C(C(O3)CO)O)O)N. Cell line: ACHN. Synergy scores: CSS=-8.89, Synergy_ZIP=1.04, Synergy_Bliss=-2.46, Synergy_Loewe=-6.49, Synergy_HSA=-6.09.